Dataset: Peptide-MHC class I binding affinity with 185,985 pairs from IEDB/IMGT. Task: Regression. Given a peptide amino acid sequence and an MHC pseudo amino acid sequence, predict their binding affinity value. This is MHC class I binding data. (1) The peptide sequence is LVLVGVVTLY. The binding affinity (normalized) is 0.644. The MHC is HLA-A30:02 with pseudo-sequence HLA-A30:02. (2) The peptide sequence is EEMATKADY. The MHC is HLA-A01:01 with pseudo-sequence HLA-A01:01. The binding affinity (normalized) is 0.0847. (3) The peptide sequence is NPKLRNCRI. The MHC is HLA-B38:01 with pseudo-sequence HLA-B38:01. The binding affinity (normalized) is 0.0847. (4) The peptide sequence is GPATNRDYL. The MHC is HLA-B35:01 with pseudo-sequence HLA-B35:01. The binding affinity (normalized) is 0.213. (5) The peptide sequence is VELGSGNSF. The MHC is HLA-B18:01 with pseudo-sequence HLA-B18:01. The binding affinity (normalized) is 0.872. (6) The peptide sequence is EEIDKKDGDL. The MHC is HLA-B44:03 with pseudo-sequence HLA-B44:03. The binding affinity (normalized) is 0.441. (7) The peptide sequence is LPYPVLLKI. The MHC is HLA-A02:01 with pseudo-sequence HLA-A02:01. The binding affinity (normalized) is 0.0847. (8) The peptide sequence is LEGLADAIW. The MHC is HLA-B46:01 with pseudo-sequence HLA-B46:01. The binding affinity (normalized) is 0.0847.